This data is from Reaction yield outcomes from USPTO patents with 853,638 reactions. The task is: Predict the reaction yield, written as a fraction of the theoretical maximum amount of product (1.0 means a 100% yield; for example, 0.34 means a 34% yield). (1) The reactants are C(O[C:6]([NH:8][CH2:9][CH:10]([S:15]([OH:18])(=[O:17])=[O:16])[CH2:11][C:12]([OH:14])=[O:13])=[O:7])(C)(C)C.Cl.O1CCOCC1.C1(=O)[O:31][C:29](=[O:30])[CH:28]=[CH:27]1. The catalyst is CC(N(C)C)=O. The product is [C:12]([CH2:11][CH:10]([S:15]([OH:18])(=[O:16])=[O:17])[CH2:9][NH:8][C:6](=[O:7])/[CH:27]=[CH:28]\[C:29]([OH:31])=[O:30])([OH:14])=[O:13]. The yield is 0.830. (2) The reactants are [CH3:1][N:2]([CH3:24])[CH2:3][CH2:4][CH2:5][N:6]1[CH2:11][CH2:10][S:9][C:8]2[CH:12]=[C:13]([NH:16][C:17]([C:19]3[S:20][CH:21]=[CH:22][CH:23]=3)=[NH:18])[CH:14]=[CH:15][C:7]1=2.[ClH:25]. The catalyst is CO. The product is [ClH:25].[ClH:25].[CH3:24][N:2]([CH3:1])[CH2:3][CH2:4][CH2:5][N:6]1[CH2:11][CH2:10][S:9][C:8]2[CH:12]=[C:13]([NH:16][C:17]([C:19]3[S:20][CH:21]=[CH:22][CH:23]=3)=[NH:18])[CH:14]=[CH:15][C:7]1=2. The yield is 0.990.